This data is from Peptide-MHC class II binding affinity with 134,281 pairs from IEDB. The task is: Regression. Given a peptide amino acid sequence and an MHC pseudo amino acid sequence, predict their binding affinity value. This is MHC class II binding data. The binding affinity (normalized) is 0.508. The peptide sequence is LTKRQDKLCGSLIGM. The MHC is DRB1_0901 with pseudo-sequence DRB1_0901.